From a dataset of Forward reaction prediction with 1.9M reactions from USPTO patents (1976-2016). Predict the product of the given reaction. Given the reactants Cl[C:2]1[CH:7]=[C:6]([C:8]2[N:13]=[C:12]([N:14]3[CH2:19][CH:18]4[CH2:20][CH:15]3[CH2:16][N:17]4[CH2:21][CH:22]([F:24])[F:23])[N:11]3[CH:25]=[CH:26][N:27]=[C:10]3[CH:9]=2)[CH:5]=[CH:4][N:3]=1.[CH3:28][C@H:29]([NH2:36])[C:30]1[CH:35]=[CH:34][CH:33]=[CH:32][CH:31]=1.C1C=CC(P(C2C(C3C(P(C4C=CC=CC=4)C4C=CC=CC=4)=CC=C4C=3C=CC=C4)=C3C(C=CC=C3)=CC=2)C2C=CC=CC=2)=CC=1.CC([O-])(C)C.[Na+], predict the reaction product. The product is: [F:23][CH:22]([F:24])[CH2:21][N:17]1[CH2:16][CH:15]2[CH2:20][CH:18]1[CH2:19][N:14]2[C:12]1[N:11]2[CH:25]=[CH:26][N:27]=[C:10]2[CH:9]=[C:8]([C:6]2([NH:36][CH:29]([C:30]3[CH:35]=[CH:34][CH:33]=[CH:32][CH:31]=3)[CH3:28])[CH:5]=[CH:4][N:3]=[CH:2][CH2:7]2)[N:13]=1.